The task is: Predict the product of the given reaction.. This data is from Forward reaction prediction with 1.9M reactions from USPTO patents (1976-2016). (1) Given the reactants Br[CH2:2][CH2:3][O:4][C:5]1[CH:6]=[CH:7][C:8]([C:19]2[NH:28][C:27](=[O:29])[C:26]3[C:21](=[CH:22][C:23]([O:32][CH3:33])=[CH:24][C:25]=3[O:30][CH3:31])[N:20]=2)=[N:9][C:10]=1[C:11]1[CH:16]=[CH:15][CH:14]=[C:13]([S:17][CH3:18])[CH:12]=1.[CH:34]([NH2:37])([CH3:36])[CH3:35], predict the reaction product. The product is: [CH:34]([NH:37][CH2:2][CH2:3][O:4][C:5]1[CH:6]=[CH:7][C:8]([C:19]2[NH:28][C:27](=[O:29])[C:26]3[C:21](=[CH:22][C:23]([O:32][CH3:33])=[CH:24][C:25]=3[O:30][CH3:31])[N:20]=2)=[N:9][C:10]=1[C:11]1[CH:16]=[CH:15][CH:14]=[C:13]([S:17][CH3:18])[CH:12]=1)([CH3:36])[CH3:35]. (2) Given the reactants [Cl:1][C:2]1[CH:21]=[CH:20][C:5]2=[N:6][N:7]([C:9]3[CH:14]=[C:13]([O:15][CH3:16])[CH:12]=[C:11]([CH2:17][OH:18])[C:10]=3[OH:19])[N:8]=[C:4]2[CH:3]=1.C(N(CC)CC)C.[C:29](Cl)(=[O:33])[C:30]([CH3:32])=[CH2:31], predict the reaction product. The product is: [C:29]([O:18][CH2:17][C:11]1[CH:12]=[C:13]([O:15][CH3:16])[CH:14]=[C:9]([N:7]2[N:6]=[C:5]3[CH:20]=[CH:21][C:2]([Cl:1])=[CH:3][C:4]3=[N:8]2)[C:10]=1[OH:19])(=[O:33])[C:30]([CH3:32])=[CH2:31]. (3) Given the reactants C([O:4][C@@H:5]1[C@@H:10]([N:11]=[N+:12]=[N-:13])[C@@H:9]([O:14]C(=O)C)[C@@H:8]([CH2:18][O:19]C(=O)C)[O:7][C@H:6]1[S:23][C@@H:24]1[O:37][C@H:36]([CH2:38][O:39]C(=O)C)[C@H:31]([O:32]C(=O)C)[C@H:30]([N:43]=[N+:44]=[N-:45])[C@H:25]1[O:26]C(=O)C)(=O)C.C(Cl)Cl.C[O-].[Na+].CCCCCCC.CCOC(C)=O, predict the reaction product. The product is: [N:11]([C@H:10]1[C@@H:9]([OH:14])[C@@H:8]([CH2:18][OH:19])[O:7][C@@H:6]([S:23][C@@H:24]2[O:37][C@H:36]([CH2:38][OH:39])[C@H:31]([OH:32])[C@H:30]([N:43]=[N+:44]=[N-:45])[C@H:25]2[OH:26])[C@@H:5]1[OH:4])=[N+:12]=[N-:13]. (4) Given the reactants Cl.Cl.Cl.[O:4]1[C:8]2[CH:9]=[CH:10][CH:11]=[C:12]([N:13]3[CH2:18][CH2:17][N:16]([CH2:19][CH2:20][C@H:21]4[CH2:26][CH2:25][C@H:24]([NH2:27])[CH2:23][CH2:22]4)[CH2:15][CH2:14]3)[C:7]=2[O:6][CH2:5]1.[CH3:28][C:29]1([C:33](O)=[O:34])[CH2:32][O:31][CH2:30]1, predict the reaction product. The product is: [O:4]1[C:8]2[CH:9]=[CH:10][CH:11]=[C:12]([N:13]3[CH2:18][CH2:17][N:16]([CH2:19][CH2:20][C@H:21]4[CH2:26][CH2:25][C@H:24]([NH:27][C:33]([C:29]5([CH3:28])[CH2:32][O:31][CH2:30]5)=[O:34])[CH2:23][CH2:22]4)[CH2:15][CH2:14]3)[C:7]=2[O:6][CH2:5]1.